Predict the reactants needed to synthesize the given product. From a dataset of Full USPTO retrosynthesis dataset with 1.9M reactions from patents (1976-2016). (1) The reactants are: [CH2:1]([NH:3][C:4]1[C:9]([CH2:10][C:11]2[CH:16]=[C:15]([O:17][CH3:18])[C:14]([O:19][CH3:20])=[CH:13][C:12]=2[CH:21]([CH3:23])[CH3:22])=[CH:8][N:7]=[C:6](S(C)(=O)=O)[N:5]=1)[CH3:2].[NH4+:28].[OH-]. Given the product [CH2:1]([NH:3][C:4]1[C:9]([CH2:10][C:11]2[CH:16]=[C:15]([O:17][CH3:18])[C:14]([O:19][CH3:20])=[CH:13][C:12]=2[CH:21]([CH3:23])[CH3:22])=[CH:8][N:7]=[C:6]([NH2:28])[N:5]=1)[CH3:2], predict the reactants needed to synthesize it. (2) Given the product [CH:1]1[C:13]2[CH:12]([CH2:14][O:15][C:16]([NH:18][C@H:19]([C:23]([N:25]([CH3:38])[C@@H:26]([C@@H:34]([CH3:37])[CH2:35][CH3:36])[C@H:27]([O:32][CH3:33])[CH2:28][C:29]([O:31][C:50]3[C:51]([F:60])=[C:52]([F:59])[C:53]([F:58])=[C:54]([F:57])[C:55]=3[F:56])=[O:30])=[O:24])[CH:20]([CH3:22])[CH3:21])=[O:17])[C:11]3[C:6](=[CH:7][CH:8]=[CH:9][CH:10]=3)[C:5]=2[CH:4]=[CH:3][CH:2]=1, predict the reactants needed to synthesize it. The reactants are: [CH:1]1[C:13]2[CH:12]([CH2:14][O:15][C:16]([NH:18][C@H:19]([C:23]([N:25]([CH3:38])[C@@H:26]([C@@H:34]([CH3:37])[CH2:35][CH3:36])[C@H:27]([O:32][CH3:33])[CH2:28][C:29]([OH:31])=[O:30])=[O:24])[CH:20]([CH3:22])[CH3:21])=[O:17])[C:11]3[C:6](=[CH:7][CH:8]=[CH:9][CH:10]=3)[C:5]=2[CH:4]=[CH:3][CH:2]=1.N1C=CC=CC=1.FC(F)(F)C(O[C:50]1[C:55]([F:56])=[C:54]([F:57])[C:53]([F:58])=[C:52]([F:59])[C:51]=1[F:60])=O. (3) Given the product [ClH:30].[Cl:32][C:22]1[C:21]([CH3:29])=[C:20]([C:17]2[CH:18]=[CH:19][C:14]([CH2:13][NH:7][CH2:8][CH2:9][CH:10]([CH3:12])[CH3:11])=[CH:15][CH:16]=2)[CH:25]=[CH:24][C:23]=1[C:26]([NH2:27])=[O:28], predict the reactants needed to synthesize it. The reactants are: C(OC(=O)[N:7]([CH2:13][C:14]1[CH:19]=[CH:18][C:17]([C:20]2[CH:25]=[CH:24][C:23]([C:26](=[O:28])[NH2:27])=[CH:22][C:21]=2[CH3:29])=[CH:16][C:15]=1[Cl:30])[CH2:8][CH2:9][CH:10]([CH3:12])[CH3:11])(C)(C)C.[ClH:32]. (4) The reactants are: C(P(=O)(OCC)OCC)#N.[NH:11]1[CH2:15][CH:14]=[CH:13][CH2:12]1.[C:16]([C:18]([C:27]1[S:28][CH:29]=[CH:30][CH:31]=1)([CH:24]([CH3:26])[CH3:25])[CH2:19][CH2:20][C:21](O)=[O:22])#[N:17]. Given the product [N:11]1([C:21](=[O:22])[CH2:20][CH2:19][C:18]([CH:24]([CH3:25])[CH3:26])([C:27]2[S:28][CH:29]=[CH:30][CH:31]=2)[C:16]#[N:17])[CH2:15][CH:14]=[CH:13][CH2:12]1, predict the reactants needed to synthesize it. (5) The reactants are: [Cl:1][C:2]1[C:3]2[N:4]([C:16]([CH3:19])=[CH:17][CH:18]=2)[C:5]([C:8]([N:10]2[CH2:15][CH2:14][O:13][CH2:12][CH2:11]2)=[O:9])=[CH:6][N:7]=1.[F:20][C:21]1[CH:22]=[C:23]([CH:25]=[CH:26][C:27]=1[CH3:28])[NH2:24]. Given the product [ClH:1].[F:20][C:21]1[CH:22]=[C:23]([NH:24][C:2]2[C:3]3[N:4]([C:16]([CH3:19])=[CH:17][CH:18]=3)[C:5]([C:8]([N:10]3[CH2:15][CH2:14][O:13][CH2:12][CH2:11]3)=[O:9])=[CH:6][N:7]=2)[CH:25]=[CH:26][C:27]=1[CH3:28], predict the reactants needed to synthesize it. (6) Given the product [C:10]1([C:2]2[CH:8]=[CH:7][C:6]([C:2]3[CH:8]=[CH:7][CH:6]=[CH:5][CH:3]=3)=[CH:5][C:3]=2[NH2:4])[CH:15]=[CH:14][CH:13]=[CH:12][CH:11]=1, predict the reactants needed to synthesize it. The reactants are: Br[C:2]1[CH:8]=[CH:7][C:6](Br)=[CH:5][C:3]=1[NH2:4].[C:10]1(B(O)O)[CH:15]=[CH:14][CH:13]=[CH:12][CH:11]=1.C(=O)([O-])[O-].[Na+].[Na+].COC.